Regression. Given a peptide amino acid sequence and an MHC pseudo amino acid sequence, predict their binding affinity value. This is MHC class II binding data. From a dataset of Peptide-MHC class II binding affinity with 134,281 pairs from IEDB. (1) The peptide sequence is SHTVTITVSVAVTIF. The MHC is H-2-IAd with pseudo-sequence H-2-IAd. The binding affinity (normalized) is 0.195. (2) The peptide sequence is KVTFLSQVHPSPLLT. The MHC is DRB1_0404 with pseudo-sequence DRB1_0404. The binding affinity (normalized) is 0.515. (3) The binding affinity (normalized) is 0.114. The MHC is HLA-DQA10102-DQB10602 with pseudo-sequence HLA-DQA10102-DQB10602. The peptide sequence is GGQSSFYSDWYQPAC. (4) The peptide sequence is VSDPSKLNNQFGSMP. The MHC is DRB1_0404 with pseudo-sequence DRB1_0404. The binding affinity (normalized) is 0.103. (5) The peptide sequence is LVVGIYDEPMTPGQC. The MHC is HLA-DPA10201-DPB11401 with pseudo-sequence HLA-DPA10201-DPB11401. The binding affinity (normalized) is 0. (6) The peptide sequence is IIQGLKLMNSPEFHL. The MHC is DRB1_0802 with pseudo-sequence DRB1_0802. The binding affinity (normalized) is 0.670. (7) The peptide sequence is AAATAGLTVYGAFAA. The MHC is HLA-DPA10103-DPB10401 with pseudo-sequence HLA-DPA10103-DPB10401. The binding affinity (normalized) is 0.0452. (8) The peptide sequence is YDKFLANKSTVLTGK. The MHC is DRB1_1302 with pseudo-sequence DRB1_1302. The binding affinity (normalized) is 0.877.